Dataset: CYP2D6 inhibition data for predicting drug metabolism from PubChem BioAssay. Task: Regression/Classification. Given a drug SMILES string, predict its absorption, distribution, metabolism, or excretion properties. Task type varies by dataset: regression for continuous measurements (e.g., permeability, clearance, half-life) or binary classification for categorical outcomes (e.g., BBB penetration, CYP inhibition). Dataset: cyp2d6_veith. (1) The compound is O=C(O)[C@@H](Cc1c[nH]c2ccccc12)C(=O)NO. The result is 0 (non-inhibitor). (2) The drug is CN(Cc1ccco1)c1ncnc2ccc(-c3cccc(NS(C)(=O)=O)c3)cc12. The result is 1 (inhibitor). (3) The drug is CCOc1cc(CNc2ccc(OC)cc2)cc(Br)c1OCC(=O)NC(C)(C)C. The result is 0 (non-inhibitor). (4) The result is 1 (inhibitor). The molecule is COc1ccc2[nH]c(I)c(CCNC(C)=O)c2c1. (5) The molecule is COc1ccc(S(=O)(=O)/N=C2/C=CC(=O)C(C)=C2C)cc1. The result is 1 (inhibitor). (6) The drug is CCOc1ccc(CCNC(=O)CCCN2C(=O)c3ccccc3C2=O)cc1OCC. The result is 0 (non-inhibitor). (7) The drug is CCn1c(SCC(=O)c2ccc3ccccc3c2)nnc1-c1cccs1. The result is 1 (inhibitor).